Predict the reaction yield, written as a fraction of the theoretical maximum amount of product (1.0 means a 100% yield; for example, 0.34 means a 34% yield). From a dataset of Reaction yield outcomes from USPTO patents with 853,638 reactions. (1) The catalyst is C(OCC)(=O)C. The yield is 1.00. The reactants are [CH:1]([C:4]1[N:8]=[C:7]([CH:9]2[CH2:14][CH2:13][N:12](C(OC(C)(C)C)=O)[CH2:11][CH2:10]2)[O:6][N:5]=1)([CH3:3])[CH3:2].Cl. The product is [CH:1]([C:4]1[N:8]=[C:7]([CH:9]2[CH2:14][CH2:13][NH:12][CH2:11][CH2:10]2)[O:6][N:5]=1)([CH3:3])[CH3:2]. (2) The reactants are [CH3:1][S:2]([C:5]1[CH:6]=[CH:7][C:8]([N:14]2[CH2:19][CH2:18][O:17][CH2:16][CH2:15]2)=[C:9]([CH:13]=1)[C:10]([OH:12])=O)(=[O:4])=[O:3].Cl.[CH2:21]([S:25]([C:28]1[S:32][C:31]([N:33]2[CH2:38][CH2:37][NH:36][CH2:35][CH2:34]2)=[N:30][CH:29]=1)(=[O:27])=[O:26])[CH2:22][CH2:23][CH3:24]. No catalyst specified. The product is [CH2:21]([S:25]([C:28]1[S:32][C:31]([N:33]2[CH2:38][CH2:37][N:36]([C:10]([C:9]3[CH:13]=[C:5]([S:2]([CH3:1])(=[O:3])=[O:4])[CH:6]=[CH:7][C:8]=3[N:14]3[CH2:19][CH2:18][O:17][CH2:16][CH2:15]3)=[O:12])[CH2:35][CH2:34]2)=[N:30][CH:29]=1)(=[O:27])=[O:26])[CH2:22][CH2:23][CH3:24]. The yield is 0.600. (3) The reactants are [CH3:1][N:2]([CH3:29])[C:3]([C:5]1[CH:10]=[CH:9][C:8]([NH:11][C:12]2[C:13]([C:26]([OH:28])=[O:27])=[N:14][CH:15]=[C:16]([CH2:18][C:19]3[CH:24]=[CH:23][C:22]([F:25])=[CH:21][CH:20]=3)[CH:17]=2)=[CH:7][CH:6]=1)=[O:4].CO.[CH3:32][Si](C=[N+]=[N-])(C)C.CO.ClCCl. The catalyst is C(#N)C. The yield is 0.490. The product is [CH3:29][N:2]([CH3:1])[C:3]([C:5]1[CH:10]=[CH:9][C:8]([NH:11][C:12]2[C:13]([C:26]([O:28][CH3:32])=[O:27])=[N:14][CH:15]=[C:16]([CH2:18][C:19]3[CH:24]=[CH:23][C:22]([F:25])=[CH:21][CH:20]=3)[CH:17]=2)=[CH:7][CH:6]=1)=[O:4]. (4) The reactants are F[C:2]1[C:3]([C:8]2[NH:17][C:16](=[O:18])[C:15]3[C:10](=[CH:11][C:12]([O:21][CH3:22])=[CH:13][C:14]=3[O:19][CH3:20])[N:9]=2)=[N:4][CH:5]=[CH:6][CH:7]=1.[NH2:23][CH:24]1[CH2:29][CH2:28][N:27]([C:30](=[O:32])[CH3:31])[CH2:26][CH2:25]1.C([O-])([O-])=O.[K+].[K+]. The catalyst is CN(C=O)C. The product is [C:30]([N:27]1[CH2:28][CH2:29][CH:24]([NH:23][C:2]2[C:3]([C:8]3[NH:17][C:16](=[O:18])[C:15]4[C:10](=[CH:11][C:12]([O:21][CH3:22])=[CH:13][C:14]=4[O:19][CH3:20])[N:9]=3)=[N:4][CH:5]=[CH:6][CH:7]=2)[CH2:25][CH2:26]1)(=[O:32])[CH3:31]. The yield is 0.100. (5) The reactants are [CH2:1]([C:5]1[CH:13]=[CH:12][C:8]([C:9]([OH:11])=[O:10])=[CH:7][C:6]=1[C:14]([F:17])([F:16])[F:15])[CH:2]([CH3:4])[CH3:3].[CH3:18][Si](C=[N+]=[N-])(C)C. The catalyst is ClCCl.CO. The product is [CH2:1]([C:5]1[CH:13]=[CH:12][C:8]([C:9]([O:11][CH3:18])=[O:10])=[CH:7][C:6]=1[C:14]([F:15])([F:16])[F:17])[CH:2]([CH3:4])[CH3:3]. The yield is 0.890.